This data is from NCI-60 drug combinations with 297,098 pairs across 59 cell lines. The task is: Regression. Given two drug SMILES strings and cell line genomic features, predict the synergy score measuring deviation from expected non-interaction effect. (1) Drug 1: CCCCC(=O)OCC(=O)C1(CC(C2=C(C1)C(=C3C(=C2O)C(=O)C4=C(C3=O)C=CC=C4OC)O)OC5CC(C(C(O5)C)O)NC(=O)C(F)(F)F)O. Drug 2: C#CCC(CC1=CN=C2C(=N1)C(=NC(=N2)N)N)C3=CC=C(C=C3)C(=O)NC(CCC(=O)O)C(=O)O. Cell line: T-47D. Synergy scores: CSS=48.3, Synergy_ZIP=-1.17, Synergy_Bliss=-2.89, Synergy_Loewe=-1.52, Synergy_HSA=-1.38. (2) Synergy scores: CSS=1.94, Synergy_ZIP=-1.39, Synergy_Bliss=-2.03, Synergy_Loewe=-3.97, Synergy_HSA=-1.77. Drug 1: CN1C(=O)N2C=NC(=C2N=N1)C(=O)N. Cell line: SK-MEL-28. Drug 2: CCN(CC)CCCC(C)NC1=C2C=C(C=CC2=NC3=C1C=CC(=C3)Cl)OC.